From a dataset of Peptide-MHC class I binding affinity with 185,985 pairs from IEDB/IMGT. Regression. Given a peptide amino acid sequence and an MHC pseudo amino acid sequence, predict their binding affinity value. This is MHC class I binding data. (1) The peptide sequence is GLLFRRLTSR. The MHC is HLA-A03:01 with pseudo-sequence HLA-A03:01. The binding affinity (normalized) is 0.525. (2) The peptide sequence is ILMWEAVTL. The binding affinity (normalized) is 0. The MHC is HLA-A68:02 with pseudo-sequence HLA-A68:02. (3) The peptide sequence is LQTTIHDII. The MHC is HLA-A02:06 with pseudo-sequence HLA-A02:06. The binding affinity (normalized) is 0. (4) The peptide sequence is LMNVITLVYK. The MHC is HLA-A03:01 with pseudo-sequence HLA-A03:01. The binding affinity (normalized) is 0.782.